This data is from Human Reference Interactome with 51,813 positive PPI pairs across 8,248 proteins, plus equal number of experimentally-validated negative pairs. The task is: Binary Classification. Given two protein amino acid sequences, predict whether they physically interact or not. (1) Protein 1 (ENSG00000140043) has sequence MIVQRVVLNSRPGKNGNPVAENFRMEEVYLPDNINEGQVQVRTLYLSVDPYMRCRMNEDTGTDYITPWQLSQVVDGGGIGIIEESKHTNLTKGDFVTSFYWPWQTKVILDGNSLEKVDPQLVDGHLSYFLGAIGMPGLTSLIGIQEKGHITAGSNKTMVVSGAAGACGSVAGQIGHFLGCSRVVGICGTHEKCILLTSELGFDAAINYKKDNVAEQLRESCPAGVDVYFDNVGGNISDTVISQMNENSHIILCGQISQYNKDVPYPPPLSPAIEAIQKERNITRERFLVLNYKDKFEPGI.... Protein 2 (ENSG00000105514) has sequence MASAGDTQAGPRDAADQNFDYMFKLLLIGNSSVGKTSFLFRYADDSFTPAFVSTVGIDFKVKTVYRHDKRIKLQIWDTAGQERYRTITTAYYRGAMGFLLMYDIANQESFAAVQDWATQIKTYSWDNAQVILVGNKCDLEDERVVPAEDGRRLADDLGFEFFEASAKENINVKQVFERLVDVICEKMNESLEPSSSSGSNGKGPAVGDAPAPQPSSCSC*. Result: 0 (the proteins do not interact). (2) Protein 1 (ENSG00000203896) has sequence MGLPVSWAPPALWVLGCCALLLSLWALCTACRRPEDAVAPRKRARRQRARLQGSATAAEASLLRRTHLCSLSKSDTRLHELHRGPRSSRALRPASMDLLRPHWLEVSRDITGPQAAPSAFPHQELPRALPAAAATAGCAGLEATYSNVGLAALPGVSLAASPVVAEYARVQKRKGTHRSPQEPQQGKTEVTPAAQVDVLYSRVCKPKRRDPGPTTDPLDPKGQGAILALAGDLAYQTLPLRALDVDSGPLENVYESIRELGDPAGRSSTCGAGTPPASSCPSLGRGWRPLPASLP*MGLP.... Protein 2 (ENSG00000242247) has sequence MGDPSKQDILTIFKRLRSVPTNKVCFDCGAKNPSWASITYGVFLCIDCSGSHRSLGVHLSFIRSTELDSNWSWFQLRCMQVGGNASASSFFHQHGCSTNDTNAKYNSRAAQLYREKIKSLASQATRKHGTDLWLDSCVVPPLSPPPKEEDFFASHVSPEVSDTAWASAIAEPSSLTSRPVETTLENNEGGQEQGPSVEGLNVPTKATLEVSSIIKKKPNQAKKGLGAKKGSLGAQKLANTCFNEIEKQAQAADKMKEQEDLAKVVSKEESIVSSLRLAYKDLEIQMKKDEKMNISGKKNV.... Result: 1 (the proteins interact). (3) Protein 1 (ENSG00000187223) has sequence MSCQQNQQQCQPPPKCPPKCTPKCPPKCPPKCPPQCPAPCSPAVSSCCGPSSGSCCGPSSGGCCSSGGGGCCLSHHRPRLFHRRRHQSPDCCESEPSGASGCCHSSGGCC*. Protein 2 (ENSG00000124795) has sequence MSASAPAAEGEGTPTQPASEKEPEMPGPREESEEEEDEDDEEEEEEEKGKGQKLCEIERIHFFLSKKKTDELRNLHKLLYNRPGTVSSLKKNVGQFSGFPFEKGSVQYKKKEEMLKKFRNAMLKSICEVLDLERSGVNSELVKRILNFLMHPKPSGKPLPKSKKTCSKGSKKERNSSGMARKAKRTKCPEILSDESSSDEDEKKNKEESSDDEDKESEEEPPKKTAKREKPKQKATSKSKKSVKSANVKKADSSTTKKNQNSSKKESESEDSSDDEPLIKKLKKPPTDEELKETIKKLLA.... Result: 0 (the proteins do not interact). (4) Protein 1 (ENSG00000167105) has sequence MSQAWVPGLAPTLLFSLLAGPQKIAAKCGLILACPKGFKCCGDSCCQENELFPGPVRIFVIIFLVILSVFCICGLAKCFCRNCREPEPDSPVDCRGPLELPSIIPPERVRVSLSAPPPPYSEVILKPSLGPTPTEPPPPYSFRPEEYTGDQRGIDNPAF*. Protein 2 (ENSG00000157985) has sequence MNYQQQLANSAAIRAEIQRFESVHPNIYSIYELLERVEEPVLQNQIREHVIAIEDAFVNSQEWTLSRSVPELKVGIVGNLASGKSALVHRYLTGTYVQEESPEGGRFKKEIVVDGQSYLLLIRDEGGPPEAQFAMWVDAVIFVFSLEDEISFQTVYHYYSRMANYRNTSEIPLVLVGTQDAISSANPRVIDDARARKLSNDLKRCTYYETCATYGLNVERVFQDVAQKIVATRKKQQLSIGPCKSLPNSPSHSSVCSAQVSAVHISQTSNGGGSLSDYSSSVPSTPSTSQKELRIDVPPT.... Result: 0 (the proteins do not interact). (5) Protein 1 (ENSG00000173369) has sequence MKIPWGSIPVLMLLLLLGLIDISQAQLSCTGPPAIPGIPGIPGTPGPDGQPGTPGIKGEKGLPGLAGDHGEFGEKGDPGIPGNPGKVGPKGPMGPKGGPGAPGAPGPKGESGDYKATQKIAFSATRTINVPLRRDQTIRFDHVITNMNNNYEPRSGKFTCKVPGLYYFTYHASSRGNLCVNLMRGRERAQKVVTFCDYAYNTFQVTTGGMVLKLEQGENVFLQATDKNSMKIPWGSIPVLMLLLLLGLIDISQAQLSCTGPPAIPGIPGIPGTPGPDGQPGTPGIKGEKGLPGLAGDHGE.... Protein 2 (ENSG00000144815) has sequence MWTNFFKLRLFCCLLAVLMVVVLVINVTQVEYLDHETVSATFIDSSGQFVSSQVTGISRNPYCGYDQQTLSSQERMEEDSLLAALHRQVPDVGPVPFVKSTDPSSSYFVILNSAAFFKVGSQLEVLVHVQDFQRKPKKYGGDYLQARIHSLKLQAGAVGRVVDYQNGFYKVFFTLLWPGKVKVSVSLVHPSEGIRVLQRLQEDKPDRVYFKSLFRSGRISETTECNVCLPGNLPLCNFTDLYTGEPWFCFKPKKLPCSSRITHFKGGYLKGLLTAAESAFFQSGVNIKMPVNSSGPDWVT.... Result: 0 (the proteins do not interact).